This data is from Drug-target binding data from BindingDB using IC50 measurements. The task is: Regression. Given a target protein amino acid sequence and a drug SMILES string, predict the binding affinity score between them. We predict pIC50 (pIC50 = -log10(IC50 in M); higher means more potent). Dataset: bindingdb_ic50. (1) The drug is CC(C)[C@@H](C)NC(=O)c1cc(-c2cc3ccccc3n2C)cc(C(=O)NCCc2ccccn2)n1. The target protein (P52633) has sequence MSLWGLISKMSPEKLQRLYVDFPQRLRHLLADWLESQPWEFLVGSDAFCYNMASALLSATVQRLQATAGEQGKGNSILPHISTLESIYQRDPLKLVATIRQILQGEKKAVIEEFRHLPGPFHRKQEELKFTTALGRLQHRVRETRLLRESLQQGAKTGQVSLQNLIDPPVNGPGPSEDLATMLQGTVGDLEATQALVLKRIQIWKRQQQLAGNGTPFEESLAGLQERCESLVEIYSQLQQEIGAASGELEPKTRASLISRLDEVLRTLVTSSFLVEKQPPQVLKTQTKFQAGVRFLLGLQFLGTSAKPPMVRADMVTEKQARELSLAQGPGTGVESTGEIMNNTVPLENSIPSNCCSALFKNLLLKKIKRCERKGTESVTEEKCAVLFSTSFTLGPNKLLIQLQALSLPLVVIVHGNQDNNAKATILWDNAFSEMDRVPFVVAERVPWEKMCETLNLKFMAEVGTSRGLLPEHFLFLAQKIFNDNSLSVEAFQHRCVSWS.... The pIC50 is 5.6. (2) The drug is Cc1ccc(S(=O)(=O)N(C)c2ccccc2N(C)S(=O)(=O)c2ccc(C)cc2)cc1. The target protein (P97520) has sequence MDPISNDSSEITYDYSDGTPNPDMPADGVYIPKMEPGDIAALIIYLAVFLVGVTGNALVVWVTAFEAKRTVNAIWFLNLAVADLLSCLALPILFTSIVKHNHWPFGDQACIVLPSLILLNMYSSILLLATISADRFLLVFKPIWCQKFRRPGLAWMACGVTWVLALLLTIPSFVFRRIHKDPYSDSILCNIDYSKGPFFIEKAIAILRLMVGFVLPLLTLNICYTFLLIRTWSRKATRSTKTLKVVMAVVTCFFVFWLPYQVTGVILAWLPRSSSTFQSVERLNSLCVSLAYINCCVNPIIYVMAGQGFHGRLRRSLPSIIRNVLSEDSLGRDSKSFTRSTMDTSTQKSQAV. The pIC50 is 4.2. (3) The drug is Cc1cc(Cl)ccc1COc1ccnn1-c1cc(C(=O)O)ccn1. The target protein sequence is MEPGSDDFLPPPECPVFEPSWAEFRDPLGYIAKIRPIAEKSGICKIRPPADWQPPFAVEVDNFRFTPRIQRLNELEAQTRVKLNYLDQIAKFWEIQGSSLKIPNVERRILDLYSLSKIVVEEGGYEAICKDRRWARVAQRLNYPPGKNIGSLLRSHYERIVYPYEMYQSGANLVQCNTRPFDNEEKDKEYKPHSIPLRQSVQPSKFNSYGRRAKRLQPDPEPTEEDIEKNPELKKLQIYGAGPKMMGLGLMAKDKTLRKKDKEGPECPPTVVVKEELGGDVKVESTSPKTFLESKEELSHSPEPCTKMTMRLRRNHSNAQFIESYVCRMCSRGDEDDKLLLCDGCDDNYHIFCLLPPLPEIPKGVWRCPKCVMAECKRPPEAFGFEQATREYTLQSFGEMADSFKADYFNMPVHMVPTELVEKEFWRLVNSIEEDVTVEYGADIHSKEFGSGFPVSDSKRHLTPEEEEYATSGWNLNVMPVLEQSVLCHINADISGMKVP.... The pIC50 is 4.8. (4) The drug is Cc1ccc(NC2=Nc3ccccc3N3C2=Nc2c(c(C)nn2-c2ccccc2)C3c2ccc(O)c(O)c2)cc1. The target protein (O95136) has sequence MGSLYSEYLNPNKVQEHYNYTKETLETQETTSRQVASAFIVILCCAIVVENLLVLIAVARNSKFHSAMYLFLGNLAASDLLAGVAFVANTLLSGSVTLRLTPVQWFAREGSAFITLSASVFSLLAIAIERHVAIAKVKLYGSDKSCRMLLLIGASWLISLVLGGLPILGWNCLGHLEACSTVLPLYAKHYVLCVVTIFSIILLAIVALYVRIYCVVRSSHADMAAPQTLALLKTVTIVLGVFIVCWLPAFSILLLDYACPVHSCPILYKAHYFFAVSTLNSLLNPVIYTWRSRDLRREVLRPLQCWRPGVGVQGRRRGGTPGHHLLPLRSSSSLERGMHMPTSPTFLEGNTVV. The pIC50 is 5.3. (5) The small molecule is O=C(NC(CSSCC(NC(=O)c1ccccc1)C(=O)O)C(=O)O)c1ccccc1. The target protein (Q9JJX7) has sequence MASGSSSDAAEPAGPAGRAASAPEAAQAEEDRVKRRRLQCLGFALVGGCDPTMVPSVLRENDWQTQKALSAYFELPENDQGWPRQPPTSFKSEAYVDLTNEDANDTTILEASPSGTPLEDSSTISFITWNIDGLDGCNLPERARGVCSCLALYSPDVVFLQEVIPPYCAYLKKRAASYTIITGNEEGYFTAILLKKGRVKFKSQEIIPFPNTKMMRNLLCVNVSLGGNEFCLMTSHLESTREHSAERIRQLKTVLGKMQEAPDSTTVIFAGDTNLRDQEVIKCGGLPDNVFDAWEFLGKPKHCQYTWDTKANNNLRIPAAYKHRFDRIFFRAEEGHLIPQSLDLVGLEKLDCGRFPSDHWGLLCTLNVVL. The pIC50 is 4.0.